This data is from Catalyst prediction with 721,799 reactions and 888 catalyst types from USPTO. The task is: Predict which catalyst facilitates the given reaction. (1) Reactant: [CH3:1][O:2][C:3]1[CH:4]=[C:5]([CH:8]=[CH:9][C:10]=1[O:11][CH2:12][C:13]1[N:14]([CH3:24])[CH:15]=[C:16]([C:18]2[CH:23]=[CH:22][CH:21]=[CH:20][CH:19]=2)[N:17]=1)[CH:6]=[O:7].C(O)C.[BH4-].[Na+].O. Product: [CH3:1][O:2][C:3]1[CH:4]=[C:5]([CH2:6][OH:7])[CH:8]=[CH:9][C:10]=1[O:11][CH2:12][C:13]1[N:14]([CH3:24])[CH:15]=[C:16]([C:18]2[CH:19]=[CH:20][CH:21]=[CH:22][CH:23]=2)[N:17]=1. The catalyst class is: 7. (2) Reactant: C(N(CC)CC)C.[Br:8][C:9]1[CH:10]=[C:11]([CH:15]=[CH:16][CH:17]=1)[C:12](Cl)=[O:13].[NH2:18][C:19]1[CH:31]=[C:30]([O:32][C:33]2[CH:38]=[CH:37][CH:36]=[CH:35][CH:34]=2)[CH:29]=[CH:28][C:20]=1[C:21]([O:23][C:24]([CH3:27])([CH3:26])[CH3:25])=[O:22].C(=O)([O-])O.[Na+]. Product: [Br:8][C:9]1[CH:10]=[C:11]([CH:15]=[CH:16][CH:17]=1)[C:12]([NH:18][C:19]1[CH:31]=[C:30]([O:32][C:33]2[CH:38]=[CH:37][CH:36]=[CH:35][CH:34]=2)[CH:29]=[CH:28][C:20]=1[C:21]([O:23][C:24]([CH3:25])([CH3:26])[CH3:27])=[O:22])=[O:13]. The catalyst class is: 2. (3) Reactant: C[C:2]([CH3:4])=[O:3].[C@@H:5]12[C:14](=[O:15])[O:13][C:11](=[O:12])[C@@H:6]1[CH2:7][CH2:8][CH2:9][CH2:10]2.[C:16]([OH:21])(=[O:20])[C:17]([CH3:19])=[CH2:18]. Product: [C:16]([O:21][CH2:4][CH2:2][O:3][C:11]([CH:6]1[CH2:7][CH2:8][CH2:9][CH2:10][CH:5]1[C:14]([OH:13])=[O:15])=[O:12])(=[O:20])[C:17]([CH3:19])=[CH2:18]. The catalyst class is: 6. (4) Reactant: Cl[C:2]1[CH:7]=[C:6]([Cl:8])[N:5]=[CH:4][N:3]=1.[CH2:9]([CH:16]1[CH2:21][CH2:20][NH:19][CH2:18][CH2:17]1)[C:10]1[CH:15]=[CH:14][CH:13]=[CH:12][CH:11]=1.C(=O)([O-])[O-].[K+].[K+]. Product: [CH2:9]([CH:16]1[CH2:21][CH2:20][N:19]([C:2]2[CH:7]=[C:6]([Cl:8])[N:5]=[CH:4][N:3]=2)[CH2:18][CH2:17]1)[C:10]1[CH:15]=[CH:14][CH:13]=[CH:12][CH:11]=1. The catalyst class is: 10. (5) Reactant: [C:1]([OH:4])(=[O:3])[CH3:2].[C:5]([OH:8])(=[O:7])[CH3:6].[NH2:9][C:10]1[N:15]=[CH:14][N:13]=[C:12]2[N:16]([C@H:36]3[CH2:41][CH2:40][C@@H:39]([N:42]4[CH2:47][CH2:46][N:45]([CH3:48])[CH2:44][CH2:43]4)[CH2:38][CH2:37]3)[N:17]=[C:18]([C:19]3[CH:24]=[CH:23][C:22]([NH:25][C:26](=O)[CH2:27][CH2:28][C:29]4[CH:34]=[CH:33][CH:32]=[CH:31][CH:30]=4)=[CH:21][CH:20]=3)[C:11]=12.[H-].[Al+3].[Li+].[H-].[H-].[H-]. Product: [C:1]([OH:4])(=[O:3])[CH3:2].[C:5]([OH:8])(=[O:7])[CH3:6].[CH3:48][N:45]1[CH2:44][CH2:43][N:42]([C@@H:39]2[CH2:40][CH2:41][C@H:36]([N:16]3[C:12]4=[N:13][CH:14]=[N:15][C:10]([NH2:9])=[C:11]4[C:18]([C:19]4[CH:20]=[CH:21][C:22]([NH:25][CH2:26][CH2:27][CH2:28][C:29]5[CH:34]=[CH:33][CH:32]=[CH:31][CH:30]=5)=[CH:23][CH:24]=4)=[N:17]3)[CH2:37][CH2:38]2)[CH2:47][CH2:46]1. The catalyst class is: 7. (6) Reactant: [C:1]([C:3]1[C:11]2[C:6](=[CH:7][CH:8]=[CH:9][CH:10]=2)[N:5]([C:12]2[CH:17]=[CH:16][CH:15]=[C:14]([F:18])[CH:13]=2)[C:4]=1[C:19]([O:21]C)=[O:20])#[N:2].[OH-].[Li+].O. Product: [C:1]([C:3]1[C:11]2[C:6](=[CH:7][CH:8]=[CH:9][CH:10]=2)[N:5]([C:12]2[CH:17]=[CH:16][CH:15]=[C:14]([F:18])[CH:13]=2)[C:4]=1[C:19]([OH:21])=[O:20])#[N:2]. The catalyst class is: 240. (7) Reactant: [CH3:1][S:2]([N:5]=[C:6]=[S:7])(=[O:4])=[O:3].[CH:8]1([NH2:13])[CH2:12][CH2:11][CH2:10][CH2:9]1. Product: [CH:8]1([NH:13][C:6]([NH:5][S:2]([CH3:1])(=[O:4])=[O:3])=[S:7])[CH2:12][CH2:11][CH2:10][CH2:9]1. The catalyst class is: 48. (8) Reactant: [CH3:1][C:2]1[CH:8]=[CH:7][C:5]([NH2:6])=[CH:4][C:3]=1[C:9]1[CH:10]=[N:11][CH:12]=[N:13][CH:14]=1.N1C=CC=CC=1.[C:21]1([C:34](Cl)=[O:35])[C:33]2[CH2:32][C:31]3[C:26](=[CH:27][CH:28]=[CH:29][CH:30]=3)[C:25]=2[CH:24]=[CH:23][CH:22]=1. Product: [CH3:1][C:2]1[CH:8]=[CH:7][C:5]([NH:6][C:34]([C:21]2[C:33]3[CH2:32][C:31]4[C:26](=[CH:27][CH:28]=[CH:29][CH:30]=4)[C:25]=3[CH:24]=[CH:23][CH:22]=2)=[O:35])=[CH:4][C:3]=1[C:9]1[CH:14]=[N:13][CH:12]=[N:11][CH:10]=1. The catalyst class is: 4. (9) Reactant: FC(F)(F)C(O)=O.[C:8]1(=[C:14]([C:31]2[CH:36]=[CH:35][C:34]([OH:37])=[CH:33][CH:32]=2)[C:15]2[CH:20]=[CH:19][C:18](/[CH:21]=[CH:22]/[C:23]([O:25]C(C)(C)C)=[O:24])=[C:17]([F:30])[CH:16]=2)[CH2:13][CH2:12][CH2:11][CH2:10][CH2:9]1. Product: [C:8]1(=[C:14]([C:31]2[CH:36]=[CH:35][C:34]([OH:37])=[CH:33][CH:32]=2)[C:15]2[CH:20]=[CH:19][C:18](/[CH:21]=[CH:22]/[C:23]([OH:25])=[O:24])=[C:17]([F:30])[CH:16]=2)[CH2:13][CH2:12][CH2:11][CH2:10][CH2:9]1. The catalyst class is: 2. (10) Reactant: [N:1]([C:4]([O:6][CH2:7][CH3:8])=[O:5])=[C:2]=[S:3].[CH:9]1[CH:10]=[CH:11][C:12]([N:15]2[CH2:20][CH2:19][NH:18][CH2:17][CH2:16]2)=[CH:13][CH:14]=1. Product: [C:12]1([N:15]2[CH2:20][CH2:19][N:18]([C:2]([NH:1][C:4](=[O:5])[O:6][CH2:7][CH3:8])=[S:3])[CH2:17][CH2:16]2)[CH:13]=[CH:14][CH:9]=[CH:10][CH:11]=1. The catalyst class is: 21.